This data is from Catalyst prediction with 721,799 reactions and 888 catalyst types from USPTO. The task is: Predict which catalyst facilitates the given reaction. (1) Reactant: [Cl:1][C:2]1[CH:7]=[CH:6][N:5]=[C:4]2[N:8](S(C3C=CC(C)=CC=3)(=O)=O)[C:9](I)=[CH:10][C:3]=12.C([Li])CCC.[O:27]=[C:28]1[CH2:31][N:30]([C:32]([O:34][C:35]([CH3:38])([CH3:37])[CH3:36])=[O:33])[CH2:29]1. Product: [Cl:1][C:2]1[CH:7]=[CH:6][N:5]=[C:4]2[NH:8][C:9]([C:28]3([OH:27])[CH2:29][N:30]([C:32]([O:34][C:35]([CH3:37])([CH3:36])[CH3:38])=[O:33])[CH2:31]3)=[CH:10][C:3]=12. The catalyst class is: 7. (2) Reactant: [H-].[CH2:2]([Al+]CC(C)C)C(C)C.[C:11]([C:13]1[CH:14]=[C:15]([CH:19]([N:25]2[CH:29]=[C:28]([C:30]3[C:31]4[CH:38]=[CH:37][N:36]([CH2:39][O:40][CH2:41][CH2:42][Si:43]([CH3:46])([CH3:45])[CH3:44])[C:32]=4[N:33]=[CH:34][N:35]=3)[CH:27]=[N:26]2)[CH2:20][C:21](OC)=O)[CH:16]=[CH:17][CH:18]=1)#[N:12].C(Cl)Cl.CO.C(=O)([O-])[O-].[K+].[K+].C/C(/[O-])=C(/P(OC)(OC)=O)\[N+]#N. Product: [CH3:45][Si:43]([CH3:46])([CH3:44])[CH2:42][CH2:41][O:40][CH2:39][N:36]1[C:32]2[N:33]=[CH:34][N:35]=[C:30]([C:28]3[CH:27]=[N:26][N:25]([CH:19]([C:15]4[CH:14]=[C:13]([CH:18]=[CH:17][CH:16]=4)[C:11]#[N:12])[CH2:20][C:21]#[CH:2])[CH:29]=3)[C:31]=2[CH:38]=[CH:37]1. The catalyst class is: 81. (3) Reactant: Cl.[Cl:2][C:3]1[C:4]([CH2:9][NH2:10])=[N:5][CH:6]=[CH:7][N:8]=1.Cl.CN(C)CCCN=C=NCC.C(N(CC)C(C)C)(C)C.ON1C2C=CC=CC=2N=N1.[CH2:42]([O:49][C:50]([NH:52][CH2:53][C@H:54]1[CH2:59][CH2:58][C@H:57]([C:60](O)=[O:61])[CH2:56][CH2:55]1)=[O:51])[C:43]1[CH:48]=[CH:47][CH:46]=[CH:45][CH:44]=1. Product: [Cl:2][C:3]1[C:4]([CH2:9][NH:10][C:60]([C@H:57]2[CH2:56][CH2:55][C@H:54]([CH2:53][NH:52][C:50](=[O:51])[O:49][CH2:42][C:43]3[CH:48]=[CH:47][CH:46]=[CH:45][CH:44]=3)[CH2:59][CH2:58]2)=[O:61])=[N:5][CH:6]=[CH:7][N:8]=1. The catalyst class is: 2. (4) Reactant: C(OC([N:8]([CH2:39][C:40]([O:42]C(C)(C)C)=[O:41])[C:9]1[CH:14]=[CH:13][CH:12]=[C:11]([CH:15]([CH2:26][C:27]2[S:28][C:29]([C:32]([CH3:38])([CH3:37])[CH2:33][CH2:34][CH2:35][CH3:36])=[CH:30][CH:31]=2)[NH:16][S:17]([C:20]2[CH:25]=[CH:24][CH:23]=[CH:22][N:21]=2)(=[O:19])=[O:18])[N:10]=1)=O)(C)(C)C.FC(F)(F)C(O)=O. Product: [CH3:38][C:32]([C:29]1[S:28][C:27]([CH2:26][CH:15]([NH:16][S:17]([C:20]2[CH:25]=[CH:24][CH:23]=[CH:22][N:21]=2)(=[O:19])=[O:18])[C:11]2[N:10]=[C:9]([NH:8][CH2:39][C:40]([OH:42])=[O:41])[CH:14]=[CH:13][CH:12]=2)=[CH:31][CH:30]=1)([CH3:37])[CH2:33][CH2:34][CH2:35][CH3:36]. The catalyst class is: 2. (5) Reactant: [OH:1][CH2:2][CH2:3][CH2:4][CH2:5][CH2:6][CH2:7][CH:8]1[O:21][C:11]2=[N:12][C:13]3[CH:18]=[C:17]([C:19]#[N:20])[CH:16]=[CH:15][C:14]=3[N:10]2[CH2:9]1.[OH:22][CH2:23][CH2:24][CH2:25][CH2:26][CH2:27][CH2:28][CH:29]1[O:42][C:32]2=[N:33][C:34]3[CH:39]=[CH:38][C:37]([C:40]#[N:41])=[CH:36][C:35]=3[N:31]2[CH2:30]1.C(N(CC)CC)C.[S:50](Cl)([C:53]1[CH:59]=[CH:58][C:56]([CH3:57])=[CH:55][CH:54]=1)(=[O:52])=[O:51]. Product: [CH3:57][C:56]1[CH:58]=[CH:59][C:53]([S:50]([O:1][CH2:2][CH2:3][CH2:4][CH2:5][CH2:6][CH2:7][CH:8]2[O:21][C:11]3=[N:12][C:13]4[CH:18]=[C:17]([C:19]#[N:20])[CH:16]=[CH:15][C:14]=4[N:10]3[CH2:9]2)(=[O:52])=[O:51])=[CH:54][CH:55]=1.[CH3:57][C:56]1[CH:58]=[CH:59][C:53]([S:50]([O:22][CH2:23][CH2:24][CH2:25][CH2:26][CH2:27][CH2:28][CH:29]2[O:42][C:32]3=[N:33][C:34]4[CH:39]=[CH:38][C:37]([C:40]#[N:41])=[CH:36][C:35]=4[N:31]3[CH2:30]2)(=[O:52])=[O:51])=[CH:54][CH:55]=1. The catalyst class is: 64. (6) Reactant: [CH2:1]([O:8][C:9]1[CH:23]=[C:22]([O:24][CH2:25][C:26]2[CH:31]=[CH:30][CH:29]=[CH:28][CH:27]=2)[C:21]([C:32]([CH3:34])=[CH2:33])=[CH:20][C:10]=1[C:11]([N:13]([CH2:17][C:18]#[CH:19])[CH2:14][C:15]#[CH:16])=[O:12])[C:2]1[CH:7]=[CH:6][CH:5]=[CH:4][CH:3]=1.[CH2:35]([OH:39])[CH2:36][C:37]#[CH:38].CCCCCCC. Product: [CH2:1]([O:8][C:9]1[CH:23]=[C:22]([O:24][CH2:25][C:26]2[CH:27]=[CH:28][CH:29]=[CH:30][CH:31]=2)[C:21]([C:32]([CH3:34])=[CH2:33])=[CH:20][C:10]=1[C:11]([N:13]1[CH2:17][C:18]2[C:15](=[CH:16][CH:38]=[C:37]([CH2:36][CH2:35][OH:39])[CH:19]=2)[CH2:14]1)=[O:12])[C:2]1[CH:7]=[CH:6][CH:5]=[CH:4][CH:3]=1. The catalyst class is: 13.